This data is from Full USPTO retrosynthesis dataset with 1.9M reactions from patents (1976-2016). The task is: Predict the reactants needed to synthesize the given product. (1) Given the product [C:50]([O:49][C:47](=[O:48])[CH2:46][N:23]1[CH2:24][CH2:25][N:20]([C:16]2[CH:17]=[CH:18][CH:19]=[C:14]([C:11]3[N:12]=[C:13]4[C:5]([C:3](=[O:4])[C:2]([CH3:35])([CH3:34])[CH3:1])=[CH:6][N:7]([CH2:26][O:27][CH2:28][CH2:29][Si:30]([CH3:31])([CH3:33])[CH3:32])[C:8]4=[N:9][CH:10]=3)[CH:15]=2)[CH2:21][CH2:22]1)([CH3:53])([CH3:52])[CH3:51], predict the reactants needed to synthesize it. The reactants are: [CH3:1][C:2]([CH3:35])([CH3:34])[C:3]([C:5]1[C:13]2[C:8](=[N:9][CH:10]=[C:11]([C:14]3[CH:19]=[CH:18][CH:17]=[C:16]([N:20]4[CH2:25][CH2:24][NH:23][CH2:22][CH2:21]4)[CH:15]=3)[N:12]=2)[N:7]([CH2:26][O:27][CH2:28][CH2:29][Si:30]([CH3:33])([CH3:32])[CH3:31])[CH:6]=1)=[O:4].C(N(C(C)C)CC)(C)C.Br[CH2:46][C:47]([O:49][C:50]([CH3:53])([CH3:52])[CH3:51])=[O:48]. (2) Given the product [N+:11]([C:5]1[C:6]2=[N:7][O:8][N:9]=[C:10]2[C:2]([NH:19][C:20]2[CH:25]=[CH:24][CH:23]=[CH:22][CH:21]=2)=[CH:3][CH:4]=1)([O-:13])=[O:12], predict the reactants needed to synthesize it. The reactants are: Cl[C:2]1[C:10]2[C:6](=[N:7][O:8][N:9]=2)[C:5]([N+:11]([O-:13])=[O:12])=[CH:4][CH:3]=1.C(=O)([O-])O.[Na+].[NH2:19][C:20]1[CH:25]=[CH:24][CH:23]=[CH:22][CH:21]=1. (3) Given the product [CH3:13][O:12][C:9]1[CH:10]=[C:11]2[C:6](=[CH:7][C:8]=1[O:14][CH3:15])[N:5]=[CH:4][CH:3]=[C:2]2[O:16][C:17]1[CH:30]=[CH:29][C:28]([CH3:31])=[CH:27][C:18]=1[C:19]([C:21]1[CH:22]=[CH:23][CH:24]=[CH:25][CH:26]=1)=[O:20], predict the reactants needed to synthesize it. The reactants are: Cl[C:2]1[C:11]2[C:6](=[CH:7][C:8]([O:14][CH3:15])=[C:9]([O:12][CH3:13])[CH:10]=2)[N:5]=[CH:4][CH:3]=1.[OH:16][C:17]1[CH:30]=[CH:29][C:28]([CH3:31])=[CH:27][C:18]=1[C:19]([C:21]1[CH:26]=[CH:25][CH:24]=[CH:23][CH:22]=1)=[O:20]. (4) Given the product [CH3:3][C:1]([CH3:4])([O:5][C:6]([NH:8][C@H:9]([C:12]([O:14][CH3:33])=[O:13])[CH2:10][O:11][CH2:18][C:19]1[CH:24]=[C:23]([CH3:25])[CH:22]=[C:21]([N:26]2[C:30]([CH3:31])=[CH:29][CH:28]=[C:27]2[CH3:32])[N:20]=1)=[O:7])[CH3:2], predict the reactants needed to synthesize it. The reactants are: [C:1]([O:5][C:6]([NH:8][C@H:9]([C:12]([OH:14])=[O:13])[CH2:10][OH:11])=[O:7])([CH3:4])([CH3:3])[CH3:2].[H-].[Na+].Cl[CH2:18][C:19]1[CH:24]=[C:23]([CH3:25])[CH:22]=[C:21]([N:26]2[C:30]([CH3:31])=[CH:29][CH:28]=[C:27]2[CH3:32])[N:20]=1.[CH3:33][Si](C=[N+]=[N-])(C)C. (5) Given the product [CH3:10][N:8]([CH3:9])[C:5]1[CH:6]=[CH:7][C:2]([F:1])=[C:3]([N:11]=[C:19]=[O:21])[CH:4]=1, predict the reactants needed to synthesize it. The reactants are: [F:1][C:2]1[CH:7]=[CH:6][C:5]([N:8]([CH3:10])[CH3:9])=[CH:4][C:3]=1[NH2:11].N1C=CC=CC=1.Cl[C:19](Cl)([O:21]C(=O)OC(Cl)(Cl)Cl)Cl. (6) Given the product [F:6][C:7]1[C:8]2[O:33][N:32]=[C:31]([C:34]3[CH:39]=[CH:38][N:37]=[C:36]([NH:5][CH2:4][CH2:3][O:2][CH3:1])[N:35]=3)[C:9]=2[CH:10]=[C:11]2[C:24]=1[N:23]1[CH2:25][C@@H:26]([CH3:30])[O:27][C@@H:28]([CH3:29])[C@@H:22]1[C:13]1([C:18](=[O:19])[NH:17][C:16](=[O:20])[NH:15][C:14]1=[O:21])[CH2:12]2, predict the reactants needed to synthesize it. The reactants are: [CH3:1][O:2][CH2:3][CH2:4][NH2:5].[F:6][C:7]1[C:8]2[O:33][N:32]=[C:31]([C:34]3[CH:39]=[CH:38][N:37]=[C:36](S(C)(=O)=O)[N:35]=3)[C:9]=2[CH:10]=[C:11]2[C:24]=1[N:23]1[CH2:25][C@@H:26]([CH3:30])[O:27][C@@H:28]([CH3:29])[C@@H:22]1[C:13]1([C:18](=[O:19])[NH:17][C:16](=[O:20])[NH:15][C:14]1=[O:21])[CH2:12]2.CS(C)=O.O(C(N)C)C. (7) Given the product [O:10]=[C:8]1[C:7]2[C:2]([C:3]3[C:4](=[C:13]([C:16]([O:18][CH2:19][CH3:20])=[O:17])[NH:14][CH:15]=3)[NH:5][CH:6]=2)=[N:35][N:34]1[C:28]1[CH:33]=[CH:32][CH:31]=[CH:30][CH:29]=1, predict the reactants needed to synthesize it. The reactants are: Cl[C:2]1[C:3]2[C:4](=[C:13]([C:16]([O:18][CH2:19][CH3:20])=[O:17])[NH:14][CH:15]=2)[N:5]=[CH:6][C:7]=1[C:8]([O:10]CC)=O.C(N(CC)CC)C.[C:28]1([NH:34][NH2:35])[CH:33]=[CH:32][CH:31]=[CH:30][CH:29]=1.[OH-].[Na+].